Dataset: Reaction yield outcomes from USPTO patents with 853,638 reactions. Task: Predict the reaction yield, written as a fraction of the theoretical maximum amount of product (1.0 means a 100% yield; for example, 0.34 means a 34% yield). (1) The reactants are [CH:1]1([C:7]2[C:15]3[C:10](=[CH:11][C:12]([C:16]([O:18][CH3:19])=[O:17])=[CH:13][CH:14]=3)[NH:9][C:8]=2[C:20]2[CH:25]=[CH:24][CH:23]=[CH:22][C:21]=2[CH:26]=[CH2:27])[CH2:6][CH2:5][CH2:4][CH2:3][CH2:2]1.[H-].[Na+].[CH2:30](Br)[CH:31]=[CH2:32]. The catalyst is CN(C=O)C.CCOC(C)=O. The product is [CH2:32]([N:9]1[C:10]2[C:15](=[CH:14][CH:13]=[C:12]([C:16]([O:18][CH3:19])=[O:17])[CH:11]=2)[C:7]([CH:1]2[CH2:6][CH2:5][CH2:4][CH2:3][CH2:2]2)=[C:8]1[C:20]1[CH:25]=[CH:24][CH:23]=[CH:22][C:21]=1[CH:26]=[CH2:27])[CH:31]=[CH2:30]. The yield is 1.00. (2) The reactants are [Br:1][C:2]1[CH:13]=[CH:12][C:5]([O:6][C:7]([CH3:11])([CH3:10])[CH:8]=[O:9])=[CH:4][CH:3]=1.[CH3:14][Mg]Br.[Cl-].[NH4+]. The catalyst is O1CCCC1. The product is [Br:1][C:2]1[CH:13]=[CH:12][C:5]([O:6][C:7]([CH3:10])([CH3:11])[CH:8]([OH:9])[CH3:14])=[CH:4][CH:3]=1. The yield is 0.700. (3) The reactants are [NH:1]1[CH2:5][CH2:4][C@@H:3]([NH:6][C:7]2[N:8]=[N:9][CH:10]=[CH:11][CH:12]=2)[CH2:2]1.[F:13][C:14]1[CH:22]=[CH:21][C:20]([CH:23]=[O:24])=[CH:19][C:15]=1[C:16](O)=[O:17].F[P-](F)(F)(F)(F)F.N1(OC(N(C)C)=[N+](C)C)C2C=CC=CC=2N=N1.C(N(CC)C(C)C)(C)C. No catalyst specified. The product is [F:13][C:14]1[CH:22]=[CH:21][C:20]([CH:23]=[O:24])=[CH:19][C:15]=1[C:16]([N:1]1[CH2:5][CH2:4][C@@H:3]([NH:6][C:7]2[N:8]=[N:9][CH:10]=[CH:11][CH:12]=2)[CH2:2]1)=[O:17]. The yield is 0.510. (4) No catalyst specified. The reactants are Cl[C:2]1[C:11]2[C:6](=[CH:7][C:8]([O:17][CH2:18][CH2:19][O:20][CH3:21])=[C:9]([O:12][CH2:13][CH2:14][O:15][CH3:16])[CH:10]=2)[N:5]=[CH:4][N:3]=1.[F:22][C:23]1[CH:24]=[C:25]([CH2:30][C:31]([OH:33])=[O:32])[CH:26]=[CH:27][C:28]=1[OH:29]. The yield is 0.410. The product is [F:22][C:23]1[CH:24]=[C:25]([CH2:30][C:31]([OH:33])=[O:32])[CH:26]=[CH:27][C:28]=1[O:29][C:2]1[C:11]2[C:6](=[CH:7][C:8]([O:17][CH2:18][CH2:19][O:20][CH3:21])=[C:9]([O:12][CH2:13][CH2:14][O:15][CH3:16])[CH:10]=2)[N:5]=[CH:4][N:3]=1. (5) The reactants are [F:1][C:2]1[CH:3]=[C:4]([CH:38]=[C:39]([F:41])[CH:40]=1)[CH2:5][C:6]1[CH:7]=[C:8]2[C:12](=[CH:13][CH:14]=1)[NH:11][N:10]=[C:9]2[NH:15][C:16](=[O:37])[C:17]1[CH:22]=[CH:21][C:20]([N:23]2[CH2:28][CH2:27][N:26]([CH3:29])[CH2:25][CH2:24]2)=[CH:19][C:18]=1[NH:30][CH:31]1[CH2:36][CH2:35][O:34][CH2:33][CH2:32]1.Cl[C:43]([O:45][CH2:46][CH3:47])=[O:44]. The catalyst is O1CCCC1.O.CCOC(C)=O. The product is [F:1][C:2]1[CH:3]=[C:4]([CH:38]=[C:39]([F:41])[CH:40]=1)[CH2:5][C:6]1[CH:7]=[C:8]2[C:12](=[CH:13][CH:14]=1)[N:11]([C:43]([O:45][CH2:46][CH3:47])=[O:44])[N:10]=[C:9]2[NH:15][C:16]([C:17]1[CH:22]=[CH:21][C:20]([N:23]2[CH2:28][CH2:27][N:26]([CH3:29])[CH2:25][CH2:24]2)=[CH:19][C:18]=1[NH:30][CH:31]1[CH2:32][CH2:33][O:34][CH2:35][CH2:36]1)=[O:37]. The yield is 0.620. (6) The reactants are [O:1]=[C:2]1[NH:8][C:7]2[CH:9]=[C:10]([C:13]([F:16])([F:15])[F:14])[CH:11]=[CH:12][C:6]=2[C:5](=[O:17])[CH:4](C(OC)=O)[CH2:3]1.O. The product is [F:16][C:13]([F:14])([F:15])[C:10]1[CH:11]=[CH:12][C:6]2[C:5](=[O:17])[CH2:4][CH2:3][C:2](=[O:1])[NH:8][C:7]=2[CH:9]=1. The yield is 0.970. The catalyst is CN1C(=O)CCC1. (7) The reactants are [Cl:1][C:2]1[C:3]([F:12])=[C:4]([CH:8]=[CH:9][C:10]=1[F:11])[C:5](Cl)=[O:6].[CH3:13][NH:14][CH2:15][CH2:16][OH:17]. The catalyst is C(Cl)Cl.[OH-].[Na+]. The product is [Cl:1][C:2]1[C:3]([F:12])=[C:4]([CH:8]=[CH:9][C:10]=1[F:11])[C:5]([N:14]([CH2:15][CH2:16][OH:17])[CH3:13])=[O:6]. The yield is 0.610. (8) The reactants are [CH2:1]([O:8][C:9]1[CH:48]=[CH:47][C:12]([CH2:13][C@H:14]([NH:35][C:36](=[O:46])[O:37][C@H:38]2[C@H:45]3[C@H:41]([O:42][CH2:43][CH2:44]3)[O:40][CH2:39]2)[C@H:15]([OH:34])[CH2:16][N:17]([CH2:30][CH:31]([CH3:33])[CH3:32])[S:18]([C:21]2[CH:26]=[CH:25][C:24]([N+:27]([O-:29])=[O:28])=[CH:23][CH:22]=2)(=[O:20])=[O:19])=[CH:11][CH:10]=1)[C:2]1[CH:7]=[CH:6][CH:5]=[CH:4][CH:3]=1.CO[C:51](OC)([CH3:53])[CH3:52].C1(C)C=CC(S(O)(=O)=O)=CC=1. The catalyst is ClCCl. The product is [CH2:1]([O:8][C:9]1[CH:10]=[CH:11][C:12]([CH2:13][C@H:14]2[C@@H:15]([CH2:16][N:17]([CH2:30][CH:31]([CH3:33])[CH3:32])[S:18]([C:21]3[CH:22]=[CH:23][C:24]([N+:27]([O-:29])=[O:28])=[CH:25][CH:26]=3)(=[O:19])=[O:20])[O:34][C:51]([CH3:53])([CH3:52])[N:35]2[C:36]([O:37][C@H:38]2[C@H:45]3[C@H:41]([O:42][CH2:43][CH2:44]3)[O:40][CH2:39]2)=[O:46])=[CH:47][CH:48]=1)[C:2]1[CH:3]=[CH:4][CH:5]=[CH:6][CH:7]=1. The yield is 0.700. (9) The reactants are [Cl:1][C:2]1[CH:3]=[CH:4][C:5]([N+:10]([O-:12])=[O:11])=[C:6]([CH:9]=1)[CH:7]=O.[OH2:13].Cl.[NH2:15]O.[OH-].[Na+]. The catalyst is CCO. The product is [Cl:1][C:2]1[CH:3]=[CH:4][C:5]([N+:10]([O-:12])=[O:11])=[C:6]([CH:9]=1)[CH:7]=[N:15][OH:13]. The yield is 0.860. (10) The reactants are [Cl:1][C:2]1[C:3]([O:21][CH3:22])=[C:4]([C:9]([CH3:20])([CH3:19])[CH2:10][C:11]([OH:18])([C:14]([F:17])([F:16])[F:15])[CH:12]=O)[CH:5]=[CH:6][C:7]=1[CH3:8].[NH2:23][C:24]1[CH:33]=[CH:32][CH:31]=[C:30]2[C:25]=1[CH:26]=[CH:27][NH:28][C:29]2=[O:34]. The catalyst is CC1C=CC=CC=1C.[Cl-].[Na+].O.C(OCC)(=O)C.CC([O-])C.CC([O-])C.CC([O-])C.CC([O-])C.[Ti+4]. The product is [Cl:1][C:2]1[C:3]([O:21][CH3:22])=[C:4]([C:9]([CH3:19])([CH3:20])[CH2:10][C:11]([OH:18])([C:14]([F:17])([F:16])[F:15])[CH:12]=[N:23][C:24]2[CH:33]=[CH:32][CH:31]=[C:30]3[C:25]=2[CH:26]=[CH:27][NH:28][C:29]3=[O:34])[CH:5]=[CH:6][C:7]=1[CH3:8]. The yield is 0.703.